From a dataset of Forward reaction prediction with 1.9M reactions from USPTO patents (1976-2016). Predict the product of the given reaction. (1) Given the reactants [NH2:1][C:2]1[NH:6][N:5]=[C:4](C(O)=O)[N:3]=1.[CH3:10][C:11]([CH2:13][C:14]([C:16]([O:18][CH3:19])=[O:17])=O)=O, predict the reaction product. The product is: [CH3:19][O:18][C:16]([C:14]1[N:6]2[N:5]=[CH:4][N:3]=[C:2]2[N:1]=[C:11]([CH3:10])[CH:13]=1)=[O:17]. (2) Given the reactants [Cl:1][C:2]1[CH:7]=[CH:6][C:5]([CH:8]([C:27]2[CH:32]=[CH:31][C:30]([Cl:33])=[CH:29][CH:28]=2)[N:9]2[CH2:12][C:11](=[CH:13][S:14]([CH2:17][C:18]3[CH:19]=[C:20]([CH:24]=[CH:25][CH:26]=3)[C:21](O)=[O:22])(=[O:16])=[O:15])[CH2:10]2)=[CH:4][CH:3]=1.[NH2:34][CH2:35][CH2:36][N:37]1[CH2:42][CH2:41][O:40][CH2:39][CH2:38]1, predict the reaction product. The product is: [Cl:33][C:30]1[CH:31]=[CH:32][C:27]([CH:8]([C:5]2[CH:4]=[CH:3][C:2]([Cl:1])=[CH:7][CH:6]=2)[N:9]2[CH2:10][C:11](=[CH:13][S:14]([CH2:17][C:18]3[CH:19]=[C:20]([CH:24]=[CH:25][CH:26]=3)[C:21]([NH:34][CH2:35][CH2:36][N:37]3[CH2:42][CH2:41][O:40][CH2:39][CH2:38]3)=[O:22])(=[O:15])=[O:16])[CH2:12]2)=[CH:28][CH:29]=1. (3) Given the reactants [CH3:1][N:2]([CH2:5][C:6]([O:8][C:9]([CH3:12])([CH3:11])[CH3:10])=[O:7])[C:3]#[N:4].O1CCCC1.[NH2:18][OH:19], predict the reaction product. The product is: [OH:19][N:18]=[C:3]([NH2:4])[N:2]([CH2:5][C:6]([O:8][C:9]([CH3:11])([CH3:10])[CH3:12])=[O:7])[CH3:1]. (4) Given the reactants [Cl:1][C:2]1[CH:16]=[CH:15][C:5]([C:6]([NH:8][CH:9](Cl)[C:10]([Cl:13])([Cl:12])[Cl:11])=[O:7])=[CH:4][CH:3]=1.[S-:17][C:18]#[N:19].[K+].C(OCC)C, predict the reaction product. The product is: [Cl:1][C:2]1[CH:16]=[CH:15][C:5]([C:6]([NH:8][CH:9]([N:19]=[C:18]=[S:17])[C:10]([Cl:13])([Cl:12])[Cl:11])=[O:7])=[CH:4][CH:3]=1. (5) Given the reactants [Si:1](Cl)([C:4]([CH3:7])([CH3:6])[CH3:5])([CH3:3])[CH3:2].N1C=CN=C1.[OH:14][CH2:15][CH2:16][C:17]1[S:21][C:20]([CH2:22][C:23](O)=[O:24])=[CH:19][CH:18]=1.C(=O)([O-])[O-].[K+].[K+], predict the reaction product. The product is: [Si:1]([O:24][CH2:23][CH2:22][C:20]1[S:21][C:17]([CH2:16][CH2:15][OH:14])=[CH:18][CH:19]=1)([C:4]([CH3:7])([CH3:6])[CH3:5])([CH3:3])[CH3:2].